From a dataset of Reaction yield outcomes from USPTO patents with 853,638 reactions. Predict the reaction yield, written as a fraction of the theoretical maximum amount of product (1.0 means a 100% yield; for example, 0.34 means a 34% yield). The reactants are [CH3:1][O:2][C:3](=[O:28])[C:4]1[CH:9]=[C:8]([N:10]2[CH2:14][CH2:13][CH2:12][C:11]2=[O:15])[CH:7]=[C:6]([O:16][CH2:17][CH2:18][CH2:19][O:20]CC2C=CC=CC=2)[CH:5]=1. The catalyst is CO.[Pd]. The product is [CH3:1][O:2][C:3](=[O:28])[C:4]1[CH:9]=[C:8]([N:10]2[CH2:14][CH2:13][CH2:12][C:11]2=[O:15])[CH:7]=[C:6]([O:16][CH2:17][CH2:18][CH2:19][OH:20])[CH:5]=1. The yield is 0.690.